This data is from Full USPTO retrosynthesis dataset with 1.9M reactions from patents (1976-2016). The task is: Predict the reactants needed to synthesize the given product. (1) The reactants are: CO[C:3](=[O:23])[CH:4]=[C:5]([CH2:14][O:15]CC1C=CC=CC=1)[CH2:6][CH2:7][C:8]1[CH:13]=[CH:12][CH:11]=[CH:10][CH:9]=1. Given the product [CH2:6]([CH:5]1[CH2:14][O:15][C:3](=[O:23])[CH2:4]1)[CH2:7][C:8]1[CH:9]=[CH:10][CH:11]=[CH:12][CH:13]=1, predict the reactants needed to synthesize it. (2) Given the product [Cl:1][C:2]1[CH:3]=[C:4]([CH:30]=[CH:31][C:32]=1[Cl:33])[CH2:5][C:6]1[C:10]([C:11]#[C:12][C:13]2[CH:14]=[CH:15][CH:16]=[CH:17][CH:18]=2)=[C:9]([N:19]2[CH2:20][CH2:21][O:22][CH2:23][CH2:24]2)[S:8][C:7]=1[C:25]([OH:27])=[O:26], predict the reactants needed to synthesize it. The reactants are: [Cl:1][C:2]1[CH:3]=[C:4]([CH:30]=[CH:31][C:32]=1[Cl:33])[CH2:5][C:6]1[C:10]([C:11]#[C:12][C:13]2[CH:18]=[CH:17][CH:16]=[CH:15][CH:14]=2)=[C:9]([N:19]2[CH2:24][CH2:23][O:22][CH2:21][CH2:20]2)[S:8][C:7]=1[C:25]([O:27]CC)=[O:26].C1COCC1.[OH-].[Na+].Cl. (3) Given the product [CH3:1][O:2][C:3](=[O:19])[CH:4]([C:13]1[CH:14]=[CH:15][C:16]([O:33][C:29](=[S:30])[N:28]([CH3:32])[CH3:27])=[CH:17][CH:18]=1)[CH3:5], predict the reactants needed to synthesize it. The reactants are: [CH3:1][O:2][C:3](=[O:19])[CH:4]([C:13]1[CH:18]=[CH:17][CH:16]=[CH:15][CH:14]=1)[CH2:5]C1C=CC(O)=CC=1.CCN(CC)CC.[CH3:27][N:28]([CH3:32])[C:29](Cl)=[S:30].[O:33]1CCOCC1. (4) Given the product [CH2:27]([O:1][C:2]1[CH:11]=[C:10]2[C:5]([CH:6]=[CH:7][CH:8]=[C:9]2[NH:12][C:13](=[O:19])[O:14][C:15]([CH3:16])([CH3:18])[CH3:17])=[CH:4][CH:3]=1)[CH3:28], predict the reactants needed to synthesize it. The reactants are: [OH:1][C:2]1[CH:11]=[C:10]2[C:5]([CH:6]=[CH:7][CH:8]=[C:9]2[NH:12][C:13](=[O:19])[O:14][C:15]([CH3:18])([CH3:17])[CH3:16])=[CH:4][CH:3]=1.C(=O)([O-])[O-].[Cs+].[Cs+].I[CH2:27][CH3:28]. (5) The reactants are: [Cl:1][C:2]1[CH:7]=[CH:6][CH:5]=[CH:4][C:3]=1[O:8][CH2:9][C@@H:10]([CH3:13])[CH2:11]Cl.[CH3:14][CH:15]([CH3:31])[C:16]([NH:18][C:19]1[CH:24]=[CH:23][CH:22]=[C:21]([CH:25]2[CH2:30][CH2:29][NH:28][CH2:27][CH2:26]2)[CH:20]=1)=[O:17]. Given the product [Cl:1][C:2]1[CH:7]=[CH:6][CH:5]=[CH:4][C:3]=1[O:8][CH2:9][C@@H:10]([CH3:13])[CH2:11][N:28]1[CH2:29][CH2:30][CH:25]([C:21]2[CH:20]=[C:19]([NH:18][C:16](=[O:17])[CH:15]([CH3:14])[CH3:31])[CH:24]=[CH:23][CH:22]=2)[CH2:26][CH2:27]1, predict the reactants needed to synthesize it. (6) Given the product [CH3:13][O:12][C:6]1[CH:5]=[C:4]([C:14]2[CH:19]=[CH:18][CH:17]=[CH:16][C:15]=2[C:20]([F:22])([F:21])[F:23])[C:3]([O:2][CH3:1])=[CH:8][C:7]=1[C:9]([N:36]1[C:37]2[CH:43]=[CH:42][CH:41]=[CH:40][C:38]=2[CH2:39][N:33]2[C:32]([C:55]([N:54]([CH3:57])[CH2:53][C:52]3[CH:50]=[N:46][CH:47]=[CH:49][CH:24]=3)=[O:56])=[CH:31][CH:30]=[C:34]2[CH2:35]1)=[O:11], predict the reactants needed to synthesize it. The reactants are: [CH3:1][O:2][C:3]1[CH:8]=[C:7]([C:9]([OH:11])=O)[C:6]([O:12][CH3:13])=[CH:5][C:4]=1[C:14]1[CH:19]=[CH:18][CH:17]=[CH:16][C:15]=1[C:20]([F:23])([F:22])[F:21].[C:24](Cl)(=O)C(Cl)=O.[CH:30]1[CH:31]=[CH:32][N:33]2[CH2:39][C:38]3[CH:40]=[CH:41][CH:42]=[CH:43][C:37]=3[NH:36][CH2:35][C:34]=12.CC[N:46]([CH:50]([CH3:52])C)[CH:47]([CH3:49])C.[CH3:53][N:54]([CH3:57])[CH:55]=[O:56]. (7) Given the product [CH3:1][N:2]1[C:6]2[CH:7]=[C:8]([O:11][S:25]([C:28]([F:31])([F:30])[F:29])(=[O:27])=[O:26])[CH:9]=[CH:10][C:5]=2[N:4]=[CH:3]1, predict the reactants needed to synthesize it. The reactants are: [CH3:1][N:2]1[C:6]2[CH:7]=[C:8]([OH:11])[CH:9]=[CH:10][C:5]=2[N:4]=[CH:3]1.C(=O)([O-])[O-].[K+].[K+].C1C=CC(N([S:25]([C:28]([F:31])([F:30])[F:29])(=[O:27])=[O:26])[S:25]([C:28]([F:31])([F:30])[F:29])(=[O:27])=[O:26])=CC=1. (8) Given the product [CH2:1]([O:19][C:13]1[CH:12]=[C:11]([O:20][CH2:1][C:2]2[CH:7]=[CH:6][CH:5]=[CH:4][CH:3]=2)[C:10]([Cl:9])=[CH:15][C:14]=1[C:16](=[O:18])[CH3:17])[C:2]1[CH:7]=[CH:6][CH:5]=[CH:4][CH:3]=1, predict the reactants needed to synthesize it. The reactants are: [CH2:1](Br)[C:2]1[CH:7]=[CH:6][CH:5]=[CH:4][CH:3]=1.[Cl:9][C:10]1[C:11]([OH:20])=[CH:12][C:13]([OH:19])=[C:14]([C:16](=[O:18])[CH3:17])[CH:15]=1.C(=O)([O-])[O-].[K+].[K+]. (9) Given the product [I:1][C:2]1[C:10]2[C:5](=[CH:6][CH:7]=[CH:8][C:9]=2[NH:11][C:48]([C:45]2[N:42]3[CH:43]=[CH:44][C:39]([O:38][CH2:37][CH2:36][N:33]4[CH2:34][CH2:35][N:30]([CH3:29])[CH2:31][CH2:32]4)=[CH:40][C:41]3=[N:47][CH:46]=2)=[O:49])[N:4]([CH2:12][C:13]2[S:17][C:16]([CH3:18])=[N:15][CH:14]=2)[N:3]=1, predict the reactants needed to synthesize it. The reactants are: [I:1][C:2]1[C:10]2[C:9]([NH2:11])=[CH:8][CH:7]=[CH:6][C:5]=2[N:4]([CH2:12][C:13]2[S:17][C:16]([CH3:18])=[N:15][CH:14]=2)[N:3]=1.C[Si]([N-][Si](C)(C)C)(C)C.[Li+].[CH3:29][N:30]1[CH2:35][CH2:34][N:33]([CH2:36][CH2:37][O:38][C:39]2[CH:44]=[CH:43][N:42]3[C:45]([C:48](OCC)=[O:49])=[CH:46][N:47]=[C:41]3[CH:40]=2)[CH2:32][CH2:31]1.CO.C(Cl)Cl.